Dataset: Forward reaction prediction with 1.9M reactions from USPTO patents (1976-2016). Task: Predict the product of the given reaction. (1) Given the reactants CC(O)(C)C.[K].[Cl:7][C:8]1[CH:13]=[CH:12][C:11]([C:14]2([C:19]3[CH:24]=[CH:23][C:22]([NH:25][C:26](=[O:28])[CH3:27])=[C:21]([C:29](=O)[C:30]4[CH:35]=[CH:34][CH:33]=[C:32]([CH3:36])[CH:31]=4)[CH:20]=3)[O:18][CH2:17][CH2:16][O:15]2)=[CH:10][CH:9]=1.O, predict the reaction product. The product is: [Cl:7][C:8]1[CH:9]=[CH:10][C:11]([C:14]2([C:19]3[CH:20]=[C:21]4[C:22](=[CH:23][CH:24]=3)[NH:25][C:26](=[O:28])[CH:27]=[C:29]4[C:30]3[CH:35]=[CH:34][CH:33]=[C:32]([CH3:36])[CH:31]=3)[O:18][CH2:17][CH2:16][O:15]2)=[CH:12][CH:13]=1. (2) Given the reactants [CH2:1]([O:8][C:9]1[CH:18]=[CH:17][CH:16]=[C:15]2[C:10]=1[CH2:11][CH2:12][CH2:13][CH:14]2[C:19]([N:21]([C:28]1[CH:33]=[CH:32][C:31]([CH:34]([CH3:36])[CH3:35])=[CH:30][CH:29]=1)[CH2:22][C:23]1[CH:24]=[N:25][NH:26][CH:27]=1)=[O:20])[C:2]1[CH:7]=[CH:6][CH:5]=[CH:4][CH:3]=1.Cl.Cl[CH2:39][C:40]1[CH:45]=[C:44]([CH3:46])[CH:43]=[CH:42][N:41]=1, predict the reaction product. The product is: [CH2:1]([O:8][C:9]1[CH:18]=[CH:17][CH:16]=[C:15]2[C:10]=1[CH2:11][CH2:12][CH2:13][CH:14]2[C:19]([N:21]([C:28]1[CH:29]=[CH:30][C:31]([CH:34]([CH3:36])[CH3:35])=[CH:32][CH:33]=1)[CH2:22][C:23]1[CH:27]=[N:26][N:25]([CH2:39][C:40]2[CH:45]=[C:44]([CH3:46])[CH:43]=[CH:42][N:41]=2)[CH:24]=1)=[O:20])[C:2]1[CH:3]=[CH:4][CH:5]=[CH:6][CH:7]=1. (3) Given the reactants Cl[CH2:2][C:3]1[N:13]2[C:14]3[C:9]([CH2:10][CH2:11][CH:12]2[CH3:15])=[CH:8][C:7]([F:16])=[CH:6][C:5]=3[N:4]=1.[C:17]1([CH:23]2[CH2:28][CH2:27][NH:26][CH2:25][CH2:24]2)[CH:22]=[CH:21][CH:20]=[CH:19][CH:18]=1.C(=O)([O-])[O-].[K+].[K+], predict the reaction product. The product is: [F:16][C:7]1[CH:8]=[C:9]2[C:14]3=[C:5]([N:4]=[C:3]([CH2:2][N:26]4[CH2:27][CH2:28][CH:23]([C:17]5[CH:22]=[CH:21][CH:20]=[CH:19][CH:18]=5)[CH2:24][CH2:25]4)[N:13]3[CH:12]([CH3:15])[CH2:11][CH2:10]2)[CH:6]=1. (4) Given the reactants [F:1][C:2]1[CH:3]=[C:4]([CH:20]=[CH:21][CH:22]=1)[CH2:5][N:6]1[C:11](=[O:12])[C:10]2[C:13]([CH3:16])=[N:14][S:15][C:9]=2[N:8]=[C:7]1[CH2:17][CH2:18][CH3:19].C([O-])(=O)C.[Na+].[Br:28]Br, predict the reaction product. The product is: [Br:28][CH:17]([C:7]1[N:6]([CH2:5][C:4]2[CH:20]=[CH:21][CH:22]=[C:2]([F:1])[CH:3]=2)[C:11](=[O:12])[C:10]2[C:13]([CH3:16])=[N:14][S:15][C:9]=2[N:8]=1)[CH2:18][CH3:19]. (5) Given the reactants FC(F)(F)S(O[CH2:7][C:8]([F:18])([F:17])[C:9]1[CH:14]=[CH:13][C:12]([CH2:15][F:16])=[CH:11][N:10]=1)(=O)=O.[NH:21]1[CH2:26][CH2:25][CH:24]([NH:27][C:28]2[C:29]3[CH:36]=[CH:35][N:34]([S:37]([C:40]4[CH:46]=[CH:45][C:43]([CH3:44])=[CH:42][CH:41]=4)(=[O:39])=[O:38])[C:30]=3[N:31]=[CH:32][N:33]=2)[CH2:23][CH2:22]1.CCN(C(C)C)C(C)C, predict the reaction product. The product is: [F:18][C:8]([F:17])([C:9]1[CH:14]=[CH:13][C:12]([CH2:15][F:16])=[CH:11][N:10]=1)[CH2:7][N:21]1[CH2:26][CH2:25][CH:24]([NH:27][C:28]2[C:29]3[CH:36]=[CH:35][N:34]([S:37]([C:40]4[CH:46]=[CH:45][C:43]([CH3:44])=[CH:42][CH:41]=4)(=[O:39])=[O:38])[C:30]=3[N:31]=[CH:32][N:33]=2)[CH2:23][CH2:22]1. (6) Given the reactants Br[C:2]1[CH:3]=[C:4]([CH:8]=[C:9]([S:11]([F:16])([F:15])([F:14])([F:13])[F:12])[CH:10]=1)[C:5]([OH:7])=[O:6].[CH3:17][C:18]([CH3:20])=[O:19].Cl, predict the reaction product. The product is: [OH:19][C:18]([C:2]1[CH:3]=[C:4]([CH:8]=[C:9]([S:11]([F:16])([F:15])([F:14])([F:13])[F:12])[CH:10]=1)[C:5]([OH:7])=[O:6])([CH3:20])[CH3:17]. (7) Given the reactants Br[C:2]1[S:3][CH:4]=[CH:5][N:6]=1.[Li]CCCC.CCCCCC.[Sn:18](Cl)([CH2:27][CH2:28][CH2:29][CH3:30])([CH2:23][CH2:24][CH2:25][CH3:26])[CH2:19][CH2:20][CH2:21][CH3:22].O, predict the reaction product. The product is: [CH2:27]([Sn:18]([CH2:19][CH2:20][CH2:21][CH3:22])([CH2:23][CH2:24][CH2:25][CH3:26])[C:2]1[S:3][CH:4]=[CH:5][N:6]=1)[CH2:28][CH2:29][CH3:30]. (8) Given the reactants [Br:1][C:2]1[C:3]([NH2:12])=[C:4]([N+:9]([O-:11])=[O:10])[C:5](Cl)=[N:6][CH:7]=1.[CH3:13][N:14]1[CH2:19][CH2:18][NH:17][CH2:16][CH2:15]1, predict the reaction product. The product is: [Br:1][C:2]1[C:3]([NH2:12])=[C:4]([N+:9]([O-:11])=[O:10])[C:5]([N:17]2[CH2:18][CH2:19][N:14]([CH3:13])[CH2:15][CH2:16]2)=[N:6][CH:7]=1. (9) Given the reactants [O:1]=[C:2]1[CH2:10][CH2:9][CH2:8][C:7]2[N:6]([C:11]3[CH:19]=[CH:18][C:14]([C:15]([OH:17])=O)=[CH:13][CH:12]=3)[CH:5]=[CH:4][C:3]1=2.CN(C(ON1N=NC2C=CC=CC1=2)=[N+](C)C)C.[B-](F)(F)(F)F.C(N(C(C)C)CC)(C)C.[Cl:51][C:52]1[CH:63]=[CH:62][C:55]2[NH:56][C:57]([C@@H:59]([NH2:61])[CH3:60])=[N:58][C:54]=2[CH:53]=1.[Cl:64]Cl, predict the reaction product. The product is: [Cl:64][C:19]1[CH:18]=[C:14]([CH:13]=[CH:12][C:11]=1[N:6]1[C:7]2[CH2:8][CH2:9][CH2:10][C:2](=[O:1])[C:3]=2[CH:4]=[CH:5]1)[C:15]([NH:61][C@H:59]([C:57]1[NH:56][C:55]2[CH:62]=[CH:63][C:52]([Cl:51])=[CH:53][C:54]=2[N:58]=1)[CH3:60])=[O:17]. (10) Given the reactants C[O:2][C:3]([C:5]1([CH2:15][CH3:16])[CH2:9][C:8]2[CH:10]=[C:11]([OH:14])[CH:12]=[CH:13][C:7]=2[O:6]1)=[O:4].[Cl:17][C:18]1[CH:23]=[C:22]([S:24][C:25]([F:28])([F:27])[F:26])[CH:21]=[CH:20][C:19]=1[O:29][CH2:30][CH2:31][CH2:32]I, predict the reaction product. The product is: [Cl:17][C:18]1[CH:23]=[C:22]([S:24][C:25]([F:26])([F:28])[F:27])[CH:21]=[CH:20][C:19]=1[O:29][CH2:30][CH2:31][CH2:32][O:14][C:11]1[CH:12]=[CH:13][C:7]2[O:6][C:5]([CH2:15][CH3:16])([C:3]([OH:2])=[O:4])[CH2:9][C:8]=2[CH:10]=1.